This data is from Reaction yield outcomes from USPTO patents with 853,638 reactions. The task is: Predict the reaction yield, written as a fraction of the theoretical maximum amount of product (1.0 means a 100% yield; for example, 0.34 means a 34% yield). (1) The reactants are [NH2:1][C:2]1[N:23]=[C:22](Cl)[CH:21]=[CH:20][C:3]=1[C:4]([NH:6][CH2:7][C:8]1[S:9][C:10]([O:13][C:14]2[CH:19]=[CH:18][CH:17]=[CH:16][CH:15]=2)=[CH:11][CH:12]=1)=[O:5].C1C=CC(CC(NC[NH:36][C@H:37]([C:48](O)=[O:49])CC2C=CC([N+]([O-])=O)=CC=2)=O)=CC=1.C(CN)O. The catalyst is CS(C)=O.C(N(C(C)C)CC)(C)C.[Cl-].[Na+].O. The product is [NH2:1][C:2]1[N:23]=[C:22]([NH:36][CH2:37][CH2:48][OH:49])[CH:21]=[CH:20][C:3]=1[C:4]([NH:6][CH2:7][C:8]1[S:9][C:10]([O:13][C:14]2[CH:19]=[CH:18][CH:17]=[CH:16][CH:15]=2)=[CH:11][CH:12]=1)=[O:5]. The yield is 0.760. (2) The reactants are [CH2:1]([S:3]([C:6]1[CH:7]=[CH:8][C:9](F)=[C:10]([C:12]2[C:20]3[C:15](=[C:16]([O:26][CH3:27])[N:17]=[C:18]([C:21]#[C:22][CH2:23][CH2:24][OH:25])[CH:19]=3)[N:14]([CH3:28])[CH:13]=2)[CH:11]=1)(=[O:5])=[O:4])[CH3:2].[F:30][C:31]1[CH:36]=[C:35]([F:37])[CH:34]=[CH:33][C:32]=1[OH:38].C(=O)([O-])[O-].[Cs+].[Cs+]. The catalyst is CS(C)=O. The product is [F:30][C:31]1[CH:36]=[C:35]([F:37])[CH:34]=[CH:33][C:32]=1[O:38][C:9]1[CH:8]=[CH:7][C:6]([S:3]([CH2:1][CH3:2])(=[O:5])=[O:4])=[CH:11][C:10]=1[C:12]1[C:20]2[C:15](=[C:16]([O:26][CH3:27])[N:17]=[C:18]([C:21]#[C:22][CH2:23][CH2:24][OH:25])[CH:19]=2)[N:14]([CH3:28])[CH:13]=1. The yield is 0.600. (3) The reactants are O.O=[C:3]1[NH:8][N:7]=[C:6]([C:9]([OH:11])=O)[CH:5]=[CH:4]1.CN(C)C=O.S(Cl)([Cl:19])=O.[CH3:21][CH:22]([CH3:26])[CH2:23][CH2:24][NH2:25]. The catalyst is C(Cl)(Cl)Cl.ClCCl.C(N(CC)CC)C. The product is [CH3:21][CH:22]([CH3:26])[CH2:23][CH2:24][NH:25][C:9]([C:6]1[N:7]=[N:8][C:3]([Cl:19])=[CH:4][CH:5]=1)=[O:11]. The yield is 0.980. (4) The reactants are Cl[C:2]1[CH:3]=[C:4]([C:20]2[CH:32]=[CH:31][C:30]3[C:29]4[C:24](=[CH:25][CH:26]=[CH:27][CH:28]=4)[C:23]([CH3:34])([CH3:33])[C:22]=3[CH:21]=2)[CH:5]=[C:6]([C:8]2[CH:13]=[CH:12][C:11]([C:14]3[CH:19]=[CH:18][CH:17]=[CH:16][CH:15]=3)=[CH:10][CH:9]=2)[CH:7]=1.[CH3:35][C:36]1([CH3:52])[C:40]([CH3:42])([CH3:41])[O:39][B:38]([B:38]2[O:39][C:40]([CH3:42])([CH3:41])[C:36]([CH3:52])([CH3:35])[O:37]2)[O:37]1.C([O-])(=O)C.[K+]. The catalyst is O1CCOCC1.COCCOC.C1C=CC(/C=C/C(/C=C/C2C=CC=CC=2)=O)=CC=1.C1C=CC(/C=C/C(/C=C/C2C=CC=CC=2)=O)=CC=1.C1C=CC(/C=C/C(/C=C/C2C=CC=CC=2)=O)=CC=1.[Pd].[Pd].COC1C=CC=C(OC)C=1C1C=CC=CC=1P(C1CCCCC1)C1CCCCC1. The product is [CH3:33][C:23]1([CH3:34])[C:22]2[CH:21]=[C:20]([C:4]3[CH:3]=[C:2]([B:38]4[O:39][C:40]([CH3:42])([CH3:41])[C:36]([CH3:52])([CH3:35])[O:37]4)[CH:7]=[C:6]([C:8]4[CH:13]=[CH:12][C:11]([C:14]5[CH:19]=[CH:18][CH:17]=[CH:16][CH:15]=5)=[CH:10][CH:9]=4)[CH:5]=3)[CH:32]=[CH:31][C:30]=2[C:29]2[C:24]1=[CH:25][CH:26]=[CH:27][CH:28]=2. The yield is 0.613. (5) The reactants are [NH2:1][C:2]1[N:7]=[CH:6][C:5]([C:8]2[C:9]([F:19])=[C:10]([OH:18])[C:11]([CH:14]3[CH2:17][CH2:16][CH2:15]3)=[CH:12][CH:13]=2)=[CH:4][N:3]=1.Cl[C:21]1[N:26]=[CH:25][CH:24]=[CH:23][N:22]=1.C([O-])([O-])=O.[Cs+].[Cs+]. The catalyst is CS(C)=O. The product is [CH:14]1([C:11]2[CH:12]=[CH:13][C:8]([C:5]3[CH:4]=[N:3][C:2]([NH2:1])=[N:7][CH:6]=3)=[C:9]([F:19])[C:10]=2[O:18][C:21]2[N:26]=[CH:25][CH:24]=[CH:23][N:22]=2)[CH2:15][CH2:16][CH2:17]1. The yield is 0.780. (6) The reactants are [C:1]([O:5][C:6]([NH:8][CH2:9][C:10]1[CH:11]=[CH:12][C:13](Cl)=[N:14][CH:15]=1)=[O:7])([CH3:4])([CH3:3])[CH3:2].[C:17](=[O:20])([O-])[O-:18].[K+].[K+].[C]=O.[CH2:25](O)[CH3:26]. The catalyst is CN(C=O)C.C([O-])(=O)C.[Pd+2].C([O-])(=O)C.C1(P([C-]2C=CC=C2)C2C=CC=CC=2)C=CC=CC=1.[CH-]1C=CC=C1.[Fe+2]. The product is [CH2:25]([O:18][C:17]([C:13]1[CH:12]=[CH:11][C:10]([CH2:9][NH:8][C:6]([O:5][C:1]([CH3:4])([CH3:3])[CH3:2])=[O:7])=[CH:15][N:14]=1)=[O:20])[CH3:26]. The yield is 0.800. (7) The reactants are Br[C:2]1[CH:7]=[CH:6][C:5]([C:8]2[C:9]3[C:14]([C:15]([C:22]4[CH:27]=[CH:26][CH:25]=[CH:24][CH:23]=4)=[C:16]4[C:21]=2[CH:20]=[CH:19][CH:18]=[CH:17]4)=[CH:13][CH:12]=[CH:11][CH:10]=3)=[CH:4][CH:3]=1.C([Li])CCC.[B:33]([O:38]C)(OC)[O:34]C.Cl. The catalyst is O1CCCC1. The product is [C:5]1([C:8]2[C:9]3[C:14](=[CH:13][CH:12]=[CH:11][CH:10]=3)[C:15]([C:22]3[CH:23]=[CH:24][C:25]([B:33]([OH:38])[OH:34])=[CH:26][CH:27]=3)=[C:16]3[C:21]=2[CH:20]=[CH:19][CH:18]=[CH:17]3)[CH:6]=[CH:7][CH:2]=[CH:3][CH:4]=1. The yield is 0.840.